From a dataset of Peptide-MHC class I binding affinity with 185,985 pairs from IEDB/IMGT. Regression. Given a peptide amino acid sequence and an MHC pseudo amino acid sequence, predict their binding affinity value. This is MHC class I binding data. (1) The peptide sequence is IVAAVIIMAI. The MHC is HLA-A02:01 with pseudo-sequence HLA-A02:01. The binding affinity (normalized) is 0.224. (2) The peptide sequence is ETDVMTRGQ. The MHC is HLA-A11:01 with pseudo-sequence HLA-A11:01. The binding affinity (normalized) is 0.0847. (3) The peptide sequence is KSLFNTIAVLY. The MHC is HLA-B08:02 with pseudo-sequence HLA-B08:02. The binding affinity (normalized) is 0.0847.